Dataset: Full USPTO retrosynthesis dataset with 1.9M reactions from patents (1976-2016). Task: Predict the reactants needed to synthesize the given product. (1) Given the product [ClH:36].[CH:1]1([C:4]2[N:5]=[C:6]3[CH:11]=[CH:10][C:9]([NH:12][C:31](=[O:32])[C:28]4[CH:27]=[CH:26][C:25]([C:22]5[CH:21]=[CH:20][C:19]([C:18]([F:35])([F:17])[F:34])=[CH:24][N:23]=5)=[CH:30][CH:29]=4)=[CH:8][N:7]3[C:15]=2[CH3:16])[CH2:3][CH2:2]1, predict the reactants needed to synthesize it. The reactants are: [CH:1]1([C:4]2[N:5]=[C:6]3[CH:11]=[CH:10][C:9]([N+:12]([O-])=O)=[CH:8][N:7]3[C:15]=2[CH3:16])[CH2:3][CH2:2]1.[F:17][C:18]([F:35])([F:34])[C:19]1[CH:20]=[CH:21][C:22]([C:25]2[CH:30]=[CH:29][C:28]([C:31](O)=[O:32])=[CH:27][CH:26]=2)=[N:23][CH:24]=1.[ClH:36].C(OCC)(=O)C. (2) Given the product [NH2:25][C:21]1[N:20]=[C:19]([C:9]2[N:10]=[C:11]([NH:13][C@@H:14]([CH:16]3[CH2:18][CH2:17]3)[CH3:15])[N:12]=[C:7]([NH:6][C@@H:4]([CH:1]3[CH2:3][CH2:2]3)[CH3:5])[N:8]=2)[CH:24]=[CH:23][CH:22]=1, predict the reactants needed to synthesize it. The reactants are: [CH:1]1([C@H:4]([NH:6][C:7]2[N:12]=[C:11]([NH:13][C@@H:14]([CH:16]3[CH2:18][CH2:17]3)[CH3:15])[N:10]=[C:9]([C:19]3[CH:24]=[CH:23][CH:22]=[C:21]([NH:25]CC4C=CC(OC)=CC=4)[N:20]=3)[N:8]=2)[CH3:5])[CH2:3][CH2:2]1. (3) Given the product [C:1]([NH:9][C:10]1[C:30]([C:31]#[C:32][CH2:33][NH:34][C:35](=[O:40])[C:36]([F:37])([F:38])[F:39])=[CH:29][N:13]([C@@H:14]2[O:28][C@H:18]([CH2:19][O:20][Si:21]([C:24]([CH3:27])([CH3:26])[CH3:25])([CH3:22])[CH3:23])[C@@H:16]([O:17][CH2:58][S:59][CH3:61])[CH2:15]2)[C:12](=[O:41])[N:11]=1)(=[O:8])[C:2]1[CH:3]=[CH:4][CH:5]=[CH:6][CH:7]=1, predict the reactants needed to synthesize it. The reactants are: [C:1]([NH:9][C:10]1[C:30]([C:31]#[C:32][CH2:33][NH:34][C:35](=[O:40])[C:36]([F:39])([F:38])[F:37])=[CH:29][N:13]([C@@H:14]2[O:28][C@H:18]([CH2:19][O:20][Si:21]([C:24]([CH3:27])([CH3:26])[CH3:25])([CH3:23])[CH3:22])[C@@H:16]([OH:17])[CH2:15]2)[C:12](=[O:41])[N:11]=1)(=[O:8])[C:2]1[CH:7]=[CH:6][CH:5]=[CH:4][CH:3]=1.C(O)(=O)C.C(OC(=O)C)(=O)C.C([O-])(O)=O.[Na+].[CH3:58][S:59]([CH3:61])=O. (4) Given the product [Si:1]([O:8][C:9]1[CH:10]=[C:11]([CH:12]([OH:13])[CH3:20])[CH:14]=[CH:15][C:16]=1[O:17][CH3:18])([C:4]([CH3:7])([CH3:6])[CH3:5])([CH3:2])[CH3:3], predict the reactants needed to synthesize it. The reactants are: [Si:1]([O:8][C:9]1[CH:10]=[C:11]([CH:14]=[CH:15][C:16]=1[O:17][CH3:18])[CH:12]=[O:13])([C:4]([CH3:7])([CH3:6])[CH3:5])([CH3:3])[CH3:2].[Li][CH3:20]. (5) Given the product [NH2:22][C:18]1[CH:17]=[C:16]([CH:21]=[CH:20][CH:19]=1)[CH2:15][NH:14][C:9]1[C:8]2[C:13](=[C:4]([C:2]([NH2:1])=[O:3])[CH:5]=[CH:6][CH:7]=2)[N:12]=[CH:11][N:10]=1, predict the reactants needed to synthesize it. The reactants are: [NH2:1][C:2]([C:4]1[CH:5]=[CH:6][CH:7]=[C:8]2[C:13]=1[N:12]=[CH:11][N:10]=[C:9]2[NH:14][CH2:15][C:16]1[CH:17]=[C:18]([NH:22]C(=O)OC(C)(C)C)[CH:19]=[CH:20][CH:21]=1)=[O:3].Cl.CCOCC.